Dataset: Reaction yield outcomes from USPTO patents with 853,638 reactions. Task: Predict the reaction yield, written as a fraction of the theoretical maximum amount of product (1.0 means a 100% yield; for example, 0.34 means a 34% yield). (1) The reactants are CON(C)[C:4]([CH:6]1[O:11][CH2:10][CH2:9][N:8]([C:12]([O:14][C:15]([CH3:18])([CH3:17])[CH3:16])=[O:13])[CH2:7]1)=[O:5].[CH3:20][O:21][CH2:22][CH2:23][CH2:24][CH2:25][Mg]Cl. The catalyst is C1COCC1. The product is [CH3:20][O:21][CH2:22][CH2:23][CH2:24][CH2:25][C:4]([CH:6]1[O:11][CH2:10][CH2:9][N:8]([C:12]([O:14][C:15]([CH3:16])([CH3:17])[CH3:18])=[O:13])[CH2:7]1)=[O:5]. The yield is 0.930. (2) The reactants are [N+:1]([C:4]1[CH:13]=[C:12]2[C:7]([CH2:8][CH2:9][CH2:10][C:11]2=[O:14])=[CH:6][CH:5]=1)([O-:3])=[O:2].B.CSC. The catalyst is C1COCC1. The product is [N+:1]([C:4]1[CH:13]=[C:12]2[C:7]([CH2:8][CH2:9][CH2:10][CH:11]2[OH:14])=[CH:6][CH:5]=1)([O-:3])=[O:2]. The yield is 0.990. (3) The reactants are [C:1]([C:4]1[C:5]([C:27]2[CH:32]=[CH:31][C:30]([F:33])=[C:29]([Cl:34])[CH:28]=2)=[N:6][N:7]2[CH2:12][CH2:11][N:10]([C:13]([NH:15][CH:16]3[CH2:19][N:18](C(OC(C)(C)C)=O)[CH2:17]3)=[O:14])[CH2:9][C:8]=12)(=[O:3])[NH2:2].Cl.O1CCOCC1. The catalyst is CO. The product is [NH:18]1[CH2:17][CH:16]([NH:15][C:13]([N:10]2[CH2:11][CH2:12][N:7]3[N:6]=[C:5]([C:27]4[CH:32]=[CH:31][C:30]([F:33])=[C:29]([Cl:34])[CH:28]=4)[C:4]([C:1]([NH2:2])=[O:3])=[C:8]3[CH2:9]2)=[O:14])[CH2:19]1. The yield is 0.550. (4) The reactants are [F:1][C:2]([F:13])([F:12])[C:3]1[CH:11]=[CH:10][CH:9]=[C:8]2[C:4]=1[CH:5]=[CH:6][NH:7]2.[OH-].[K+].[CH3:16][O:17][CH2:18][CH2:19]Br. The catalyst is CS(C)=O. The product is [CH3:16][O:17][CH2:18][CH2:19][N:7]1[C:8]2[C:4](=[C:3]([C:2]([F:1])([F:12])[F:13])[CH:11]=[CH:10][CH:9]=2)[CH:5]=[CH:6]1. The yield is 0.720. (5) The reactants are [CH2:1]([O:3][S:4]([CH2:7]P(OCC)(OCC)=O)(=[O:6])=[O:5])[CH3:2].C([Li])CCC.[Cl:21][C:22]1[N:30]=[CH:29][N:28]=[C:27]2[C:23]=1[N:24]=[CH:25][N:26]2[CH:31]1[CH:35]2[O:36][C:37]([CH3:40])([CH3:39])[O:38][CH:34]2[CH:33]([CH:41]=O)[O:32]1. The catalyst is C1COCC1.CCCCCC. The product is [Cl:21][C:22]1[N:30]=[CH:29][N:28]=[C:27]2[C:23]=1[N:24]=[CH:25][N:26]2[C@H:31]1[C@@H:35]2[O:36][C:37]([CH3:40])([CH3:39])[O:38][C@@H:34]2[C@@H:33]([CH:41]=[CH:7][S:4]([O:3][CH2:1][CH3:2])(=[O:5])=[O:6])[O:32]1. The yield is 0.810.